This data is from Forward reaction prediction with 1.9M reactions from USPTO patents (1976-2016). The task is: Predict the product of the given reaction. (1) Given the reactants Br[C:2]1[CH:7]=[CH:6][N:5]2[N:8]=[C:9]([N:11]([CH3:13])[CH3:12])[N:10]=[C:4]2[CH:3]=1.[C:14](=[O:21])([O:16][C:17]([CH3:20])([CH3:19])[CH3:18])[NH2:15].C(=O)([O-])[O-].[Cs+].[Cs+], predict the reaction product. The product is: [CH3:12][N:11]([CH3:13])[C:9]1[N:10]=[C:4]2[CH:3]=[C:2]([NH:15][C:14](=[O:21])[O:16][C:17]([CH3:20])([CH3:19])[CH3:18])[CH:7]=[CH:6][N:5]2[N:8]=1. (2) Given the reactants [CH2:1]([N:4]([C:16]([CH3:21])([CH3:20])[C:17]([OH:19])=O)[NH:5][C:6](=[O:15])[NH:7][CH2:8][C:9]1[CH:14]=[CH:13][CH:12]=[CH:11][CH:10]=1)[CH:2]=[CH2:3].[NH2:22][C@@H:23]([CH2:46][C:47]1[CH:52]=[CH:51][C:50]([O:53][C:54]([CH3:57])([CH3:56])[CH3:55])=[CH:49][CH:48]=1)[C:24]([N:26]([CH2:38][CH:39]([O:43][CH2:44][CH3:45])[O:40][CH2:41][CH3:42])[CH2:27][C:28]1[C:37]2[C:32](=[CH:33][CH:34]=[CH:35][CH:36]=2)[CH:31]=[CH:30][CH:29]=1)=[O:25], predict the reaction product. The product is: [CH2:1]([N:4]([C:16]([CH3:21])([CH3:20])[C:17]([NH:22][C@@H:23]([CH2:46][C:47]1[CH:52]=[CH:51][C:50]([O:53][C:54]([CH3:56])([CH3:55])[CH3:57])=[CH:49][CH:48]=1)[C:24]([N:26]([CH2:38][CH:39]([O:43][CH2:44][CH3:45])[O:40][CH2:41][CH3:42])[CH2:27][C:28]1[C:37]2[C:32](=[CH:33][CH:34]=[CH:35][CH:36]=2)[CH:31]=[CH:30][CH:29]=1)=[O:25])=[O:19])[NH:5][C:6]([NH:7][CH2:8][C:9]1[CH:10]=[CH:11][CH:12]=[CH:13][CH:14]=1)=[O:15])[CH:2]=[CH2:3].